Dataset: Reaction yield outcomes from USPTO patents with 853,638 reactions. Task: Predict the reaction yield, written as a fraction of the theoretical maximum amount of product (1.0 means a 100% yield; for example, 0.34 means a 34% yield). The reactants are [Cl:1][C:2]1[N:3]=[C:4]([N:13]2[CH2:18][CH2:17][O:16][CH2:15][CH2:14]2)[C:5]2[S:10][C:9]([CH:11]=O)=[N:8][C:6]=2[N:7]=1.[NH:19]1[CH2:22][CH:21]([N:23]2[CH2:28][CH2:27][O:26][CH2:25][CH2:24]2)[CH2:20]1.C(O[BH-](OC(=O)C)OC(=O)C)(=O)C.[Na+]. The catalyst is ClCCCl. The product is [Cl:1][C:2]1[N:3]=[C:4]([N:13]2[CH2:18][CH2:17][O:16][CH2:15][CH2:14]2)[C:5]2[S:10][C:9]([CH2:11][N:19]3[CH2:22][CH:21]([N:23]4[CH2:28][CH2:27][O:26][CH2:25][CH2:24]4)[CH2:20]3)=[N:8][C:6]=2[N:7]=1. The yield is 0.460.